Dataset: Catalyst prediction with 721,799 reactions and 888 catalyst types from USPTO. Task: Predict which catalyst facilitates the given reaction. Reactant: [Cl:1][C:2]1[CH:7]=[CH:6][N:5]=[C:4]([NH2:8])[CH:3]=1.C(N(CC)CC)C.[C:16](Cl)(=[O:21])[C:17]([CH3:20])([CH3:19])[CH3:18]. Product: [Cl:1][C:2]1[CH:7]=[CH:6][N:5]=[C:4]([NH:8][C:16](=[O:21])[C:17]([CH3:20])([CH3:19])[CH3:18])[CH:3]=1. The catalyst class is: 4.